From a dataset of Catalyst prediction with 721,799 reactions and 888 catalyst types from USPTO. Predict which catalyst facilitates the given reaction. (1) Reactant: C([O:8][CH2:9][CH2:10][C:11]1([CH2:19][O:20][Si:21]([C:34]([CH3:37])([CH3:36])[CH3:35])([C:28]2[CH:33]=[CH:32][CH:31]=[CH:30][CH:29]=2)[C:22]2[CH:27]=[CH:26][CH:25]=[CH:24][CH:23]=2)[CH2:16][O:15][C:14]([CH3:18])([CH3:17])[O:13][CH2:12]1)C1C=CC=CC=1. Product: [O:20]([CH2:19][C:11]1([CH2:10][CH2:9][OH:8])[CH2:12][O:13][C:14]([CH3:18])([CH3:17])[O:15][CH2:16]1)[Si:21]([C:34]([CH3:37])([CH3:36])[CH3:35])([C:22]1[CH:27]=[CH:26][CH:25]=[CH:24][CH:23]=1)[C:28]1[CH:33]=[CH:32][CH:31]=[CH:30][CH:29]=1. The catalyst class is: 586. (2) Reactant: N1C=[CH:5][C:4]([CH:7]=[C:8]2[C:16]3[C:11](=[N:12][CH:13]=[C:14]([C:17]4[CH:22]=[C:21]([O:23][CH3:24])[C:20]([O:25][CH3:26])=[C:19]([O:27][CH3:28])[CH:18]=4)[CH:15]=3)[NH:10][C:9]2=[O:29])=[CH:3][CH:2]=1.[CH:30]([O-])=O.[NH4+:33]. Product: [N:33]1[CH:30]=[CH:2][CH:3]=[C:4]([CH2:7][CH:8]2[C:16]3[C:11](=[N:12][CH:13]=[C:14]([C:17]4[CH:18]=[C:19]([O:27][CH3:28])[C:20]([O:25][CH3:26])=[C:21]([O:23][CH3:24])[CH:22]=4)[CH:15]=3)[NH:10][C:9]2=[O:29])[CH:5]=1. The catalyst class is: 19. (3) Reactant: [CH3:1][O:2][C:3](=[O:36])[N:4]=[C:5]([S:34][CH3:35])[C:6](=[N:17][C:18]1[CH:23]=[CH:22][C:21]([Br:24])=[C:20]([CH2:25][NH:26][C:27]([O:29][C:30]([CH3:33])([CH3:32])[CH3:31])=[O:28])[CH:19]=1)[C:7]1[CH:12]=[C:11]([CH2:13][CH3:14])[CH:10]=[C:9]([OH:15])[C:8]=1[F:16].CN(C=O)C.C(=O)([O-])[O-].[K+].[K+].Cl.[CH3:49][N:50]([CH3:54])[CH2:51][CH2:52]Cl. Product: [CH3:1][O:2][C:3](=[O:36])[N:4]=[C:5]([S:34][CH3:35])[C:6](=[N:17][C:18]1[CH:23]=[CH:22][C:21]([Br:24])=[C:20]([CH2:25][NH:26][C:27]([O:29][C:30]([CH3:31])([CH3:32])[CH3:33])=[O:28])[CH:19]=1)[C:7]1[CH:12]=[C:11]([CH2:13][CH3:14])[CH:10]=[C:9]([O:15][CH2:52][CH2:51][N:50]([CH3:54])[CH3:49])[C:8]=1[F:16]. The catalyst class is: 69. (4) Reactant: [OH:1][C:2]1[CH:7]=[CH:6][C:5]([C:8]([CH3:11])([CH3:10])[CH3:9])=[CH:4][C:3]=1[N:12]1[N:16]=[C:15]2[CH:17]=[CH:18][C:19]([NH2:21])=[CH:20][C:14]2=[N:13]1.C1(C=CC(O)=CC=1)O.C(=O)([O-])O.[Na+].[C:35](Cl)(=[O:39])[C:36]([CH3:38])=[CH2:37]. Product: [OH:1][C:2]1[CH:7]=[CH:6][C:5]([C:8]([CH3:9])([CH3:10])[CH3:11])=[CH:4][C:3]=1[N:12]1[N:13]=[C:14]2[CH:15]=[CH:17][C:18]([C:35](=[O:39])[C:36]([CH3:38])=[CH2:37])=[C:19]([NH2:21])[C:20]2=[N:16]1. The catalyst class is: 30. (5) Reactant: Cl[CH:2]([C:19]1[CH:24]=[CH:23][CH:22]=[CH:21][CH:20]=1)[CH:3]1[CH2:8][CH2:7][N:6]([C:9]([O:11][CH2:12][C:13]2[CH:18]=[CH:17][CH:16]=[CH:15][CH:14]=2)=[O:10])[CH2:5][CH2:4]1.[NH:25]1[CH2:30][CH2:29][O:28][CH2:27][CH2:26]1.C([O-])([O-])=O.[K+].[K+]. Product: [O:28]1[CH2:29][CH2:30][N:25]([CH:2]([C:19]2[CH:24]=[CH:23][CH:22]=[CH:21][CH:20]=2)[CH:3]2[CH2:8][CH2:7][N:6]([C:9]([O:11][CH2:12][C:13]3[CH:18]=[CH:17][CH:16]=[CH:15][CH:14]=3)=[O:10])[CH2:5][CH2:4]2)[CH2:26][CH2:27]1. The catalyst class is: 3. (6) Reactant: [CH3:1][C:2]1[CH:11]=[CH:10][C:9]2[C:4](=[CH:5][CH:6]=[C:7]3[O:15][CH2:14][C@H:13]([CH2:16]OS(C4C=CC(Br)=CC=4)(=O)=O)[O:12][C:8]3=2)[N:3]=1.[C:28]([C:30]1[CH:38]=[C:37]2[C:33]([CH:34]=[CH:35][NH:36]2)=[CH:32][CH:31]=1)#[N:29].[C:39]1(O)[CH:44]=[CH:43][CH:42]=CC=1.[CH2:46]([N:48](CC)CC)C. Product: [CH3:1][C:2]1[CH:11]=[CH:10][C:9]2[C:4](=[CH:5][CH:6]=[C:7]3[O:15][CH2:14][CH:13]([CH2:16][N:48]4[CH2:46][CH:43]([CH2:44][CH2:39][N:36]5[C:37]6[C:33](=[CH:32][CH:31]=[C:30]([C:28]#[N:29])[CH:38]=6)[CH:34]=[CH:35]5)[CH2:42]4)[O:12][C:8]3=2)[N:3]=1. The catalyst class is: 16. (7) Reactant: [OH:1][C@H:2]([CH3:7])[C:3]([O:5][CH3:6])=[O:4].[CH3:8][S:9](Cl)(=[O:11])=[O:10]. Product: [CH3:8][S:9]([O:1][C@H:2]([CH3:7])[C:3]([O:5][CH3:6])=[O:4])(=[O:11])=[O:10]. The catalyst class is: 11.